The task is: Regression. Given a peptide amino acid sequence and an MHC pseudo amino acid sequence, predict their binding affinity value. This is MHC class I binding data.. This data is from Peptide-MHC class I binding affinity with 185,985 pairs from IEDB/IMGT. The peptide sequence is KSNEKNMDF. The MHC is HLA-B07:02 with pseudo-sequence HLA-B07:02. The binding affinity (normalized) is 0.0847.